From a dataset of Peptide-MHC class II binding affinity with 134,281 pairs from IEDB. Regression. Given a peptide amino acid sequence and an MHC pseudo amino acid sequence, predict their binding affinity value. This is MHC class II binding data. (1) The peptide sequence is KTKEGVLYVGSKTKE. The MHC is DRB1_0301 with pseudo-sequence DRB1_0301. The binding affinity (normalized) is 0.211. (2) The peptide sequence is IHIGDSSKVTITDTT. The MHC is DRB1_0802 with pseudo-sequence DRB1_0802. The binding affinity (normalized) is 0.181. (3) The peptide sequence is VSGLSIGTGRAMLGTHTMEVTVY. The MHC is DRB1_0401 with pseudo-sequence DRB1_0401. The binding affinity (normalized) is 0. (4) The binding affinity (normalized) is 0.287. The MHC is HLA-DPA10103-DPB10301 with pseudo-sequence HLA-DPA10103-DPB10301. The peptide sequence is RNVFDEVIPTAFKIG. (5) The peptide sequence is DAATAGTTVYGAFAA. The MHC is HLA-DPA10103-DPB10601 with pseudo-sequence HLA-DPA10103-DPB10601. The binding affinity (normalized) is 0. (6) The peptide sequence is GGGFGMLLRKYGIAA. The MHC is HLA-DPA10103-DPB10201 with pseudo-sequence HLA-DPA10103-DPB10201. The binding affinity (normalized) is 0.219. (7) The peptide sequence is SAIRAAPEAARSLAS. The MHC is DRB1_1302 with pseudo-sequence DRB1_1302. The binding affinity (normalized) is 0.592. (8) The peptide sequence is DEPMVQVEAGKVNHS. The MHC is DRB4_0101 with pseudo-sequence DRB4_0103. The binding affinity (normalized) is 0.231. (9) The peptide sequence is INEPTASAIAYGLDR. The MHC is HLA-DQA10102-DQB10602 with pseudo-sequence HLA-DQA10102-DQB10602. The binding affinity (normalized) is 0.786.